Dataset: Peptide-MHC class II binding affinity with 134,281 pairs from IEDB. Task: Regression. Given a peptide amino acid sequence and an MHC pseudo amino acid sequence, predict their binding affinity value. This is MHC class II binding data. The peptide sequence is AFKVAATAAFAAPAN. The MHC is DRB1_0701 with pseudo-sequence DRB1_0701. The binding affinity (normalized) is 0.801.